This data is from Catalyst prediction with 721,799 reactions and 888 catalyst types from USPTO. The task is: Predict which catalyst facilitates the given reaction. (1) Reactant: C([N:8]1[CH2:14][CH:13]2[CH:15]([N:16]([CH3:18])[CH3:17])[CH:10]([CH2:11][CH2:12]2)[CH2:9]1)C1C=CC=CC=1.N#N. Product: [CH3:17][N:16]([CH3:18])[CH:15]1[CH:13]2[CH2:12][CH2:11][CH:10]1[CH2:9][NH:8][CH2:14]2. The catalyst class is: 19. (2) Reactant: C(O)(=O)C.[CH2:5]([NH:12][CH2:13][Si:14]([CH3:17])([CH3:16])[CH3:15])[C:6]1[CH:11]=[CH:10][CH:9]=[CH:8][CH:7]=1.[O:18]1[CH2:21][C:20](=O)[CH2:19]1.C[Si]([C:27]#[N:28])(C)C. Product: [CH2:5]([N:12]([CH2:13][Si:14]([CH3:17])([CH3:16])[CH3:15])[C:20]1([C:27]#[N:28])[CH2:21][O:18][CH2:19]1)[C:6]1[CH:11]=[CH:10][CH:9]=[CH:8][CH:7]=1. The catalyst class is: 28. (3) Reactant: [CH2:1]([S:3][C:4]1[C:9]([C:10](N(OC)C)=[O:11])=[CH:8][CH:7]=[C:6]([C:16]([F:19])([F:18])[F:17])[N:5]=1)[CH3:2].[CH3:20][Mg+].[Br-].O. Product: [CH2:1]([S:3][C:4]1[C:9]([C:10](=[O:11])[CH3:20])=[CH:8][CH:7]=[C:6]([C:16]([F:19])([F:18])[F:17])[N:5]=1)[CH3:2]. The catalyst class is: 1. (4) Reactant: [NH2:1][C:2]1[C:7](I)=[CH:6][N:5]=[C:4]([Br:9])[CH:3]=1.C1(C)C=CC=CC=1P(C1C=CC=CC=1C)C1C=CC=CC=1C.C(N(C(C)C)CC)(C)C.[CH:41]([C:43]([CH3:45])=[O:44])=[CH2:42]. Product: [NH2:1][C:2]1[CH:3]=[C:4]([Br:9])[N:5]=[CH:6][C:7]=1/[CH:42]=[CH:41]/[C:43](=[O:44])[CH3:45]. The catalyst class is: 274. (5) Reactant: Cl.Cl[CH2:3][CH2:4][N:5]([CH2:7][CH2:8]Cl)[CH3:6].[F:10][C:11]1[CH:16]=[CH:15][C:14]([NH:17][C:18]([C:20]2[C:24]([NH2:25])=[CH:23][NH:22][N:21]=2)=[O:19])=[CH:13][CH:12]=1.C(N(C(C)C)CC)(C)C. Product: [F:10][C:11]1[CH:12]=[CH:13][C:14]([NH:17][C:18]([C:20]2[C:24]([N:25]3[CH2:8][CH2:7][N:5]([CH3:6])[CH2:4][CH2:3]3)=[CH:23][NH:22][N:21]=2)=[O:19])=[CH:15][CH:16]=1. The catalyst class is: 639.